From a dataset of Serine/threonine kinase 33 screen with 319,792 compounds. Binary Classification. Given a drug SMILES string, predict its activity (active/inactive) in a high-throughput screening assay against a specified biological target. (1) The compound is S(=O)(=O)(N(C)C)c1cc2c(n(cc(c2=O)C(=O)NCCCN(CC)CC)C)cc1. The result is 0 (inactive). (2) The compound is Brc1c(OCc2oc(C(=O)Nc3n(CCN4CCOCC4)c4c(n3)cccc4)cc2)cccc1. The result is 0 (inactive). (3) The molecule is O1CCN(C(c2ccccc2)C(=O)c2ccc(OCCCCC)cc2)CC1. The result is 0 (inactive). (4) The compound is O(c1nc(NC(C)C)nc(Nc2cc(ccc2)C)n1)c1nn(c(=O)cc1)C. The result is 0 (inactive). (5) The drug is O=C(NC12CC3CC(C1)CC(C2)C3)COC(=O)CNC(=O)c1ccc(OC)cc1. The result is 0 (inactive). (6) The drug is Clc1ccc(/C=C\C(=O)N(CC(=O)Nc2c(F)c(F)c(F)cc2)C)cc1. The result is 0 (inactive).